From a dataset of Full USPTO retrosynthesis dataset with 1.9M reactions from patents (1976-2016). Predict the reactants needed to synthesize the given product. (1) Given the product [Br:29][C:30]1[CH:31]=[C:32]([Si:37]([C:50]2[CH:51]=[CH:52][CH:53]=[CH:54][CH:55]=2)([C:38]2[CH:39]=[CH:40][CH:41]=[CH:42][CH:43]=2)[C:44]2[CH:49]=[CH:48][CH:47]=[CH:46][CH:45]=2)[CH:33]=[C:34]([C:16]2[CH:17]=[CH:18][CH:19]=[C:14]([C:4]3[C:5]4[S:6][C:7]5[CH:13]=[CH:12][CH:11]=[CH:10][C:8]=5[C:9]=4[CH:1]=[CH:2][CH:3]=3)[CH:15]=2)[CH:35]=1, predict the reactants needed to synthesize it. The reactants are: [CH:1]1[C:9]2[C:8]3[CH:10]=[CH:11][CH:12]=[CH:13][C:7]=3[S:6][C:5]=2[C:4]([C:14]2[CH:15]=[C:16](B3OC(C)(C)C(C)(C)O3)[CH:17]=[CH:18][CH:19]=2)=[CH:3][CH:2]=1.[Br:29][C:30]1[CH:31]=[C:32]([Si:37]([C:50]2[CH:55]=[CH:54][CH:53]=[CH:52][CH:51]=2)([C:44]2[CH:49]=[CH:48][CH:47]=[CH:46][CH:45]=2)[C:38]2[CH:43]=[CH:42][CH:41]=[CH:40][CH:39]=2)[CH:33]=[C:34](Br)[CH:35]=1.C([O-])([O-])=O.[K+].[K+]. (2) Given the product [NH2:8][C@@H:9]([CH2:21][C:22]1[C:30]2[C:25](=[CH:26][CH:27]=[CH:28][CH:29]=2)[N:24]([CH2:31][CH2:32][CH2:33][CH2:34][CH3:35])[CH:23]=1)[C:10]([NH:12][OH:13])=[O:11], predict the reactants needed to synthesize it. The reactants are: C(OC([NH:8][C@@H:9]([CH2:21][C:22]1[C:30]2[C:25](=[CH:26][CH:27]=[CH:28][CH:29]=2)[N:24]([CH2:31][CH2:32][CH2:33][CH2:34][CH3:35])[CH:23]=1)[C:10]([NH:12][O:13]CC1C=CC=CC=1)=[O:11])=O)(C)(C)C. (3) Given the product [ClH:1].[C:29]([N:25]1[CH2:24][CH2:23][CH2:22][C:21]2[CH:27]=[CH:28][C:18]([O:17][CH2:16][CH2:15][CH2:14][N:11]3[CH2:12][CH2:13][CH:8]([C:5]4[CH:6]=[CH:7][C:2]([Cl:1])=[CH:3][CH:4]=4)[CH2:9][CH2:10]3)=[CH:19][C:20]=2[CH2:26]1)(=[O:31])[CH3:30], predict the reactants needed to synthesize it. The reactants are: [Cl:1][C:2]1[CH:7]=[CH:6][C:5]([CH:8]2[CH2:13][CH2:12][N:11]([CH2:14][CH2:15][CH2:16][O:17][C:18]3[CH:28]=[CH:27][C:21]4[CH2:22][CH2:23][CH2:24][NH:25][CH2:26][C:20]=4[CH:19]=3)[CH2:10][CH2:9]2)=[CH:4][CH:3]=1.[C:29](OC(=O)C)(=[O:31])[CH3:30]. (4) Given the product [Cl:1][C:2]1[C:10]2[C:5](=[CH:6][C:7]([F:34])=[C:8]([CH2:11][NH:12][C:13]([C:14]3[CH:19]=[CH:18][N:17]=[C:16]([CH2:20][C:21]4[CH:22]=[C:23]5[C:28](=[CH:29][CH:30]=4)[N:27]=[C:26]([C:31]([NH2:32])=[O:35])[CH:25]=[CH:24]5)[CH:15]=3)=[O:33])[CH:9]=2)[NH:4][CH:3]=1, predict the reactants needed to synthesize it. The reactants are: [Cl:1][C:2]1[C:10]2[C:5](=[CH:6][C:7]([F:34])=[C:8]([CH2:11][NH:12][C:13](=[O:33])[C:14]3[CH:19]=[CH:18][N:17]=[C:16]([CH2:20][C:21]4[CH:22]=[C:23]5[C:28](=[CH:29][CH:30]=4)[N:27]=[C:26]([C:31]#[N:32])[CH:25]=[CH:24]5)[CH:15]=3)[CH:9]=2)[NH:4][CH:3]=1.[OH2:35].[OH-].[NH4+].OO. (5) The reactants are: [CH2:1]([C:5]1[C:9]([CH2:10][O:11][C:12]2[CH:20]=[CH:19][C:15]([C:16]([OH:18])=O)=[CH:14][N:13]=2)=[C:8]([CH3:21])[O:7][N:6]=1)[CH2:2][CH2:3][CH3:4].[CH3:22][N:23]([CH3:25])[NH2:24].F[B-](F)(F)F.N1(OC(N(C)C)=[N+](C)C)C2C=CC=CC=2N=N1.C(N(CC)C(C)C)(C)C. Given the product [CH3:22][N:23]([CH3:25])[NH:24][C:16](=[O:18])[C:15]1[CH:19]=[CH:20][C:12]([O:11][CH2:10][C:9]2[C:5]([CH2:1][CH2:2][CH2:3][CH3:4])=[N:6][O:7][C:8]=2[CH3:21])=[N:13][CH:14]=1, predict the reactants needed to synthesize it. (6) Given the product [CH3:1][N:35]([C:32]1[CH:33]=[CH:34][C:29]([C@@H:25]2[O:26][CH2:27][CH2:28][N:23]([C@@H:21]([C:15]3[CH:20]=[CH:19][CH:18]=[CH:17][CH:16]=3)[CH3:22])[CH2:24]2)=[CH:30][CH:31]=1)[C@@H:36]1[CH2:40][CH2:39][O:38][CH2:37]1, predict the reactants needed to synthesize it. The reactants are: [C:1](O[BH-](OC(=O)C)OC(=O)C)(=O)C.[Na+].[C:15]1([C@H:21]([N:23]2[CH2:28][CH2:27][O:26][C@@H:25]([C:29]3[CH:34]=[CH:33][C:32]([NH:35][C@@H:36]4[CH2:40][CH2:39][O:38][CH2:37]4)=[CH:31][CH:30]=3)[CH2:24]2)[CH3:22])[CH:20]=[CH:19][CH:18]=[CH:17][CH:16]=1.C=O. (7) Given the product [CH3:1][N:2]([S:23]([C:26]1[S:27][CH:28]=[CH:29][CH:30]=1)(=[O:25])=[O:24])[C:3]1[CH:4]=[CH:5][CH:6]=[C:7]2[C:11]=1[NH:10][C:9]([C:12]1[S:13][CH:14]=[C:15]([CH2:17][C:18]([OH:20])=[O:19])[N:16]=1)=[CH:8]2, predict the reactants needed to synthesize it. The reactants are: [CH3:1][N:2]([S:23]([C:26]1[S:27][CH:28]=[CH:29][CH:30]=1)(=[O:25])=[O:24])[C:3]1[CH:4]=[CH:5][CH:6]=[C:7]2[C:11]=1[NH:10][C:9]([C:12]1[S:13][CH:14]=[C:15]([CH2:17][C:18]([O:20]CC)=[O:19])[N:16]=1)=[CH:8]2.[OH-].[Na+].O1CCCC1.C(O)(=O)CC(CC(O)=O)(C(O)=O)O.